This data is from Full USPTO retrosynthesis dataset with 1.9M reactions from patents (1976-2016). The task is: Predict the reactants needed to synthesize the given product. (1) Given the product [CH:4]([C:5]1[O:9][CH:8]=[C:7]([B:14]([OH:19])[OH:15])[CH:6]=1)=[O:3], predict the reactants needed to synthesize it. The reactants are: C([O:3][CH:4](OCC)[C:5]1[O:9][CH:8]=[C:7](I)[CH:6]=1)C.[B:14](OC(C)C)([O:19]C(C)C)[O:15]C(C)C.C1COCC1.C([Li])CCC. (2) Given the product [OH:29][CH:26]1[CH2:27][CH2:28][CH:23]([NH:22][C:20]([C@H:16]2[CH2:17][CH2:18][CH2:19][N:14]([C:11]3[CH:10]=[CH:9][C:8]([C:30]4[CH:35]=[CH:34][CH:33]=[CH:32][CH:31]=4)=[CH:13][N:12]=3)[CH2:15]2)=[O:21])[CH2:24][CH2:25]1, predict the reactants needed to synthesize it. The reactants are: C(=O)([O-])[O-].[Na+].[Na+].Br[C:8]1[CH:9]=[CH:10][C:11]([N:14]2[CH2:19][CH2:18][CH2:17][C@H:16]([C:20]([NH:22][CH:23]3[CH2:28][CH2:27][CH:26]([OH:29])[CH2:25][CH2:24]3)=[O:21])[CH2:15]2)=[N:12][CH:13]=1.[C:30]1(B(O)O)[CH:35]=[CH:34][CH:33]=[CH:32][CH:31]=1.C1(C)C=CC=CC=1.C(O)C.